From a dataset of Reaction yield outcomes from USPTO patents with 853,638 reactions. Predict the reaction yield, written as a fraction of the theoretical maximum amount of product (1.0 means a 100% yield; for example, 0.34 means a 34% yield). (1) The reactants are Cl[C:2]1[N:7]=[CH:6][C:5]([F:8])=[CH:4][N:3]=1.[NH:9]1[CH2:14][CH2:13][CH:12]([CH2:15][OH:16])[CH2:11][CH2:10]1.C([O-])([O-])=O.[K+].[K+].O. The catalyst is CS(C)=O. The product is [F:8][C:5]1[CH:4]=[N:3][C:2]([N:9]2[CH2:14][CH2:13][CH:12]([CH2:15][OH:16])[CH2:11][CH2:10]2)=[N:7][CH:6]=1. The yield is 0.950. (2) The reactants are [NH2:1][C:2]1[N:3]=[N:4][C:5]([Cl:8])=[CH:6][CH:7]=1.C(=O)(O)[O-].[Na+].[Br:14]Br. The catalyst is CO. The product is [Br:14][C:7]1[CH:6]=[C:5]([Cl:8])[N:4]=[N:3][C:2]=1[NH2:1]. The yield is 0.483. (3) The reactants are [Cl-].O[NH3+:3].[C:4](=[O:7])([O-])[OH:5].[Na+].CS(C)=O.[CH2:13]([C:17]1[N:18]=[C:19]([CH2:48][CH2:49][CH3:50])[N:20]([C:39]2[CH:40]=[CH:41][C:42]3[O:46][CH2:45][CH2:44][C:43]=3[CH:47]=2)[C:21](=[O:38])[C:22]=1[CH2:23][C:24]1[CH:29]=[CH:28][C:27]([C:30]2[C:31]([C:36]#[N:37])=[CH:32][CH:33]=[CH:34][CH:35]=2)=[CH:26][CH:25]=1)[CH2:14][CH2:15][CH3:16]. The catalyst is C(OCC)(=O)C. The product is [CH2:13]([C:17]1[N:18]=[C:19]([CH2:48][CH2:49][CH3:50])[N:20]([C:39]2[CH:40]=[CH:41][C:42]3[O:46][CH2:45][CH2:44][C:43]=3[CH:47]=2)[C:21](=[O:38])[C:22]=1[CH2:23][C:24]1[CH:25]=[CH:26][C:27]([C:30]2[CH:35]=[CH:34][CH:33]=[CH:32][C:31]=2[C:36]2[NH:3][C:4](=[O:7])[O:5][N:37]=2)=[CH:28][CH:29]=1)[CH2:14][CH2:15][CH3:16]. The yield is 0.920.